The task is: Predict the reactants needed to synthesize the given product.. This data is from Full USPTO retrosynthesis dataset with 1.9M reactions from patents (1976-2016). (1) The reactants are: [OH:1][N:2]=[C:3]([C:11]#[N:12])[C:4]1[CH:9]=[CH:8][CH:7]=[C:6]([CH3:10])[CH:5]=1.ClCCl.[CH3:16][C:17]1[CH:22]=[CH:21][C:20]([S:23](Cl)(=[O:25])=[O:24])=[CH:19][CH:18]=1. Given the product [CH3:10][C:6]1[CH:5]=[C:4]([CH:9]=[CH:8][CH:7]=1)[C:3]([C:11]#[N:12])=[N:2][O:1][S:23]([C:20]1[CH:21]=[CH:22][C:17]([CH3:16])=[CH:18][CH:19]=1)(=[O:25])=[O:24], predict the reactants needed to synthesize it. (2) Given the product [CH:1]1([C:4]2[C:13]([I:14])=[CH:12][C:7]([C:8]([OH:10])=[O:9])=[C:6]([CH3:15])[CH:5]=2)[CH2:2][CH2:3]1, predict the reactants needed to synthesize it. The reactants are: [CH:1]1([C:4]2[C:13]([I:14])=[CH:12][C:7]([C:8]([O:10]C)=[O:9])=[C:6]([CH3:15])[CH:5]=2)[CH2:3][CH2:2]1.[OH-].[Na+]. (3) Given the product [CH:1]1([CH2:7][NH:36][C:32]2[CH:33]=[CH:34][CH:35]=[C:30]([O:29][C:28]3[CH:37]=[CH:38][C:39]([N+:40]([O-:42])=[O:41])=[C:26]([CH:25]([O:24][CH3:23])[O:43][CH3:44])[CH:27]=3)[CH:31]=2)[CH2:6][CH2:5][CH2:4][CH2:3][CH2:2]1, predict the reactants needed to synthesize it. The reactants are: [CH:1]1([CH:7]=O)[CH2:6][CH2:5][CH2:4][CH2:3][CH2:2]1.[BH-](OC(C)=O)(OC(C)=O)OC(C)=O.[Na+].[CH3:23][O:24][CH:25]([O:43][CH3:44])[C:26]1[CH:27]=[C:28]([CH:37]=[CH:38][C:39]=1[N+:40]([O-:42])=[O:41])[O:29][C:30]1[CH:31]=[C:32]([NH2:36])[CH:33]=[CH:34][CH:35]=1.